This data is from Full USPTO retrosynthesis dataset with 1.9M reactions from patents (1976-2016). The task is: Predict the reactants needed to synthesize the given product. (1) Given the product [Cl:26][C:20]1[CH:19]=[C:18]([NH:17][C:15]2[N:14]=[C:13]([NH:27][CH:28]3[CH2:29][CH2:30][CH2:31][CH2:32][CH2:33][CH2:34]3)[N:12]=[C:11]([O:4][CH2:3][CH:2]3[CH2:5][CH2:6][CH2:7][NH:1]3)[N:16]=2)[CH:23]=[CH:22][C:21]=1[O:24][CH3:25], predict the reactants needed to synthesize it. The reactants are: [NH:1]1[CH2:7][CH2:6][CH2:5][C@H:2]1[CH2:3][OH:4].[OH-].[Na+].Cl[C:11]1[N:16]=[C:15]([NH:17][C:18]2[CH:23]=[CH:22][C:21]([O:24][CH3:25])=[C:20]([Cl:26])[CH:19]=2)[N:14]=[C:13]([NH:27][CH:28]2[CH2:34][CH2:33][CH2:32][CH2:31][CH2:30][CH2:29]2)[N:12]=1. (2) Given the product [C:1]([C:9]1[CH:17]=[C:16]([Br:18])[CH:15]=[CH:14][C:10]=1[C:11]([N:26]([CH2:27][CH:28]([OH:31])[CH2:29][CH3:30])[CH2:25][C:24]1[CH:23]=[CH:22][C:21]([O:20][CH3:19])=[CH:33][CH:32]=1)=[O:13])(=[O:8])[C:2]1[CH:3]=[CH:4][CH:5]=[CH:6][CH:7]=1, predict the reactants needed to synthesize it. The reactants are: [C:1]([C:9]1[CH:17]=[C:16]([Br:18])[CH:15]=[CH:14][C:10]=1[C:11]([OH:13])=O)(=[O:8])[C:2]1[CH:7]=[CH:6][CH:5]=[CH:4][CH:3]=1.[CH3:19][O:20][C:21]1[CH:33]=[CH:32][C:24]([CH2:25][NH:26][CH2:27][CH:28]([OH:31])[CH2:29][CH3:30])=[CH:23][CH:22]=1.O.ON1C2C=CC=CC=2N=N1.Cl.C(N=C=NCCCN(C)C)C. (3) The reactants are: ClC(O[C:5]1[C:13]2[NH:12][C:11]([OH:14])=[N:10][C:9]=2[CH:8]=[CH:7][CH:6]=1)=O.[S:15]([NH2:25])(=[O:24])([C:17]1[CH:22]=[CH:21][C:20]([NH2:23])=[CH:19][CH:18]=1)=[O:16].C1C[O:29][CH2:28]C1. Given the product [S:15]([C:17]1[CH:18]=[CH:19][C:20]([NH:23][C:28]([N:10]2[C:9]3[CH:8]=[CH:7][CH:6]=[CH:5][C:13]=3[NH:12][C:11]2=[O:14])=[O:29])=[CH:21][CH:22]=1)(=[O:24])(=[O:16])[NH2:25], predict the reactants needed to synthesize it. (4) Given the product [CH2:52]([N:59]1[CH:63]=[C:62]([C:64]2[CH:69]=[C:68]([F:70])[CH:67]=[CH:66][C:65]=2[F:71])[N:61]=[C:60]1[C@H:72]([NH:77][CH2:22][C@H:9]([O:8][Si:1]([C:4]([CH3:5])([CH3:6])[CH3:7])([CH3:2])[CH3:3])[CH2:10][NH:11][C:12](=[O:21])[O:13][CH2:14][C:15]1[CH:16]=[CH:17][CH:18]=[CH:19][CH:20]=1)[C:73]([CH3:75])([CH3:74])[CH3:76])[C:53]1[CH:54]=[CH:55][CH:56]=[CH:57][CH:58]=1.[CH2:52]([N:59]1[CH:63]=[C:62]([C:64]2[CH:69]=[C:68]([F:70])[CH:67]=[CH:66][C:65]=2[F:71])[N:61]=[C:60]1[C@H:72]([NH:77][CH2:22][C@@H:9]([O:8][Si:1]([C:4]([CH3:5])([CH3:6])[CH3:7])([CH3:2])[CH3:3])[CH2:10][NH:11][C:12](=[O:21])[O:13][CH2:14][C:15]1[CH:16]=[CH:17][CH:18]=[CH:19][CH:20]=1)[C:73]([CH3:75])([CH3:74])[CH3:76])[C:53]1[CH:54]=[CH:55][CH:56]=[CH:57][CH:58]=1, predict the reactants needed to synthesize it. The reactants are: [Si:1]([O:8][CH:9]([CH2:22]O)[CH2:10][NH:11][C:12](=[O:21])[O:13][CH2:14][C:15]1[CH:20]=[CH:19][CH:18]=[CH:17][CH:16]=1)([C:4]([CH3:7])([CH3:6])[CH3:5])([CH3:3])[CH3:2].N1C=CC=CC=1.CC(OI1(OC(C)=O)(OC(C)=O)OC(=O)C2C=CC=CC1=2)=O.[CH2:52]([N:59]1[CH:63]=[C:62]([C:64]2[CH:69]=[C:68]([F:70])[CH:67]=[CH:66][C:65]=2[F:71])[N:61]=[C:60]1[C@H:72]([NH2:77])[C:73]([CH3:76])([CH3:75])[CH3:74])[C:53]1[CH:58]=[CH:57][CH:56]=[CH:55][CH:54]=1.C(O[BH-](OC(=O)C)OC(=O)C)(=O)C.[Na+]. (5) Given the product [F:27][C:28]([F:33])([F:32])[C:29]([OH:31])=[O:30].[OH:11][C:7]1[N:6]=[CH:5][C:4]([C:21]2[CH:25]=[CH:24][N:23]([CH3:26])[N:22]=2)=[C:3]([O:2][CH3:1])[C:8]=1[C:9]#[N:10], predict the reactants needed to synthesize it. The reactants are: [CH3:1][O:2][C:3]1[C:8]([C:9]#[N:10])=[C:7]([O:11]CC2C=CC(OC)=CC=2)[N:6]=[CH:5][C:4]=1[C:21]1[CH:25]=[CH:24][N:23]([CH3:26])[N:22]=1.[F:27][C:28]([F:33])([F:32])[C:29]([OH:31])=[O:30]. (6) Given the product [Cl:3][C:4]1[N:5]=[CH:6][C:7]2[CH2:8][N:9]([CH3:21])[CH2:10][C@@H:11]([C:15]3[CH:20]=[CH:19][CH:18]=[CH:17][CH:16]=3)[O:12][C:13]=2[N:14]=1, predict the reactants needed to synthesize it. The reactants are: C=O.[Cl:3][C:4]1[N:5]=[CH:6][C:7]2[CH2:8][NH:9][CH2:10][C@@H:11]([C:15]3[CH:20]=[CH:19][CH:18]=[CH:17][CH:16]=3)[O:12][C:13]=2[N:14]=1.[C:21](O)(=O)C.C([BH3-])#N.